Task: Predict the reaction yield, written as a fraction of the theoretical maximum amount of product (1.0 means a 100% yield; for example, 0.34 means a 34% yield).. Dataset: Reaction yield outcomes from USPTO patents with 853,638 reactions (1) The reactants are BrC1C=CC(O)=CC=1.C[O:10][C:11]1[CH:16]=[CH:15][C:14]([N:17]([CH3:29])[CH2:18][CH:19]2[C:28]3[C:23](=[CH:24][CH:25]=[CH:26][CH:27]=3)[CH2:22][CH2:21][CH2:20]2)=[CH:13][CH:12]=1. No catalyst specified. The product is [CH3:29][N:17]([CH2:18][CH:19]1[C:28]2[C:23](=[CH:24][CH:25]=[CH:26][CH:27]=2)[CH2:22][CH2:21][CH2:20]1)[C:14]1[CH:13]=[CH:12][C:11]([OH:10])=[CH:16][CH:15]=1. The yield is 0.820. (2) The reactants are [N+:1]([C:4]1[CH:5]=[C:6]2[C:10](=[CH:11][CH:12]=1)[NH:9][CH:8]=[CH:7]2)([O-:3])=[O:2].[H-].[Na+].I[CH:16]([CH3:18])[CH3:17].[Cl-].[NH4+]. The catalyst is CN(C)C=O. The product is [CH:16]([N:9]1[C:10]2[C:6](=[CH:5][C:4]([N+:1]([O-:3])=[O:2])=[CH:12][CH:11]=2)[CH:7]=[CH:8]1)([CH3:18])[CH3:17]. The yield is 0.490. (3) The reactants are [I:1]I.C1C=CC(P(C2C=CC=CC=2)C2C=CC=CC=2)=CC=1.[CH2:22]([O:29][C@H:30]1[O:41][C@H:40]2[C@@H:35]([O:36][CH:37]([C:42]3[CH:47]=[CH:46][CH:45]=[CH:44][CH:43]=3)[O:38][CH2:39]2)[C@@:32]2([CH2:34][O:33]2)[C@@H:31]1[O:48][CH2:49][C:50]1[CH:55]=[CH:54][CH:53]=[CH:52][CH:51]=1)[C:23]1[CH:28]=[CH:27][CH:26]=[CH:25][CH:24]=1. The catalyst is C(Cl)Cl. The product is [CH2:22]([O:29][C@H:30]1[O:41][C@H:40]2[C@@H:35]([O:36][CH:37]([C:42]3[CH:47]=[CH:46][CH:45]=[CH:44][CH:43]=3)[O:38][CH2:39]2)[C@:32]([CH2:34][I:1])([OH:33])[C@@H:31]1[O:48][CH2:49][C:50]1[CH:55]=[CH:54][CH:53]=[CH:52][CH:51]=1)[C:23]1[CH:28]=[CH:27][CH:26]=[CH:25][CH:24]=1. The yield is 0.400. (4) The reactants are [Cl:1][C:2]1[N:7]=[CH:6][C:5]2[C:8](I)=[N:9][N:10]([CH:11]([CH3:13])[CH3:12])[C:4]=2[CH:3]=1.Cl.[NH:16]1[CH2:19][CH:18]([C:20]([CH3:26])([CH3:25])[C:21]([O:23][CH3:24])=[O:22])[CH2:17]1.C1(P(C2C=CC=CC=2)C2C3OC4C(=CC=CC=4P(C4C=CC=CC=4)C4C=CC=CC=4)C(C)(C)C=3C=CC=2)C=CC=CC=1.C(=O)([O-])[O-].[Cs+].[Cs+]. The catalyst is O1CCOCC1.C1C=CC(/C=C/C(/C=C/C2C=CC=CC=2)=O)=CC=1.C1C=CC(/C=C/C(/C=C/C2C=CC=CC=2)=O)=CC=1.C1C=CC(/C=C/C(/C=C/C2C=CC=CC=2)=O)=CC=1.[Pd].[Pd]. The product is [Cl:1][C:2]1[N:7]=[CH:6][C:5]2[C:8]([N:16]3[CH2:17][CH:18]([C:20]([CH3:26])([CH3:25])[C:21]([O:23][CH3:24])=[O:22])[CH2:19]3)=[N:9][N:10]([CH:11]([CH3:13])[CH3:12])[C:4]=2[CH:3]=1. The yield is 0.600. (5) The reactants are Br[C:2]1[CH:12]=[CH:11][CH:10]=[C:9]([N:13]2[N:22]=[CH:21][C:20]3[C:15](=[CH:16][CH:17]=[C:18]([C:23]([CH3:26])([CH3:25])[CH3:24])[CH:19]=3)[C:14]2=[O:27])[C:3]=1[CH2:4][O:5][C:6](=[O:8])[CH3:7].[CH3:28][O:29][C:30]([C:32]1[N:33]([C:46]([O:48][C:49]([CH3:52])([CH3:51])[CH3:50])=[O:47])[CH:34]=[C:35](B2OC(C)(C)C(C)(C)O2)[CH:36]=1)=[O:31].C([O-])([O-])=O.[K+].[K+]. The catalyst is O1CCOCC1.O.C1C=CC(P(C2C=CC=CC=2)[C-]2C=CC=C2)=CC=1.C1C=CC(P(C2C=CC=CC=2)[C-]2C=CC=C2)=CC=1.Cl[Pd]Cl.[Fe+2]. The product is [CH3:28][O:29][C:30]([C:32]1[N:33]([C:46]([O:48][C:49]([CH3:52])([CH3:51])[CH3:50])=[O:47])[CH:34]=[C:35]([C:2]2[CH:12]=[CH:11][CH:10]=[C:9]([N:13]3[N:22]=[CH:21][C:20]4[C:15](=[CH:16][CH:17]=[C:18]([C:23]([CH3:26])([CH3:24])[CH3:25])[CH:19]=4)[C:14]3=[O:27])[C:3]=2[CH2:4][O:5][C:6](=[O:8])[CH3:7])[CH:36]=1)=[O:31]. The yield is 0.400. (6) The catalyst is CN(C=O)C. The reactants are [O:1]=[C:2]1[NH:7][C:6]2[CH:8]=[C:9]([CH2:12][N:13]3[CH2:18][CH2:17][N:16]([C:19]4[CH:27]=[CH:26][C:22]([C:23](O)=[O:24])=[CH:21][CH:20]=4)[CH2:15][CH2:14]3)[CH:10]=[N:11][C:5]=2[N:4]2[CH2:28][CH2:29][CH2:30][C@@H:3]12.Cl.[CH3:32][NH2:33].CCN(C(C)C)C(C)C.CN(C(ON1N=NC2C=CC=NC1=2)=[N+](C)C)C.F[P-](F)(F)(F)(F)F. The product is [CH3:32][NH:33][C:23](=[O:24])[C:22]1[CH:26]=[CH:27][C:19]([N:16]2[CH2:15][CH2:14][N:13]([CH2:12][C:9]3[CH:10]=[N:11][C:5]4[N:4]5[CH2:28][CH2:29][CH2:30][C@H:3]5[C:2](=[O:1])[NH:7][C:6]=4[CH:8]=3)[CH2:18][CH2:17]2)=[CH:20][CH:21]=1. The yield is 0.472.